From a dataset of Peptide-MHC class II binding affinity with 134,281 pairs from IEDB. Regression. Given a peptide amino acid sequence and an MHC pseudo amino acid sequence, predict their binding affinity value. This is MHC class II binding data. (1) The peptide sequence is HAPAAPANPGLIIGALAGST. The MHC is DRB1_0701 with pseudo-sequence DRB1_0701. The binding affinity (normalized) is 0.428. (2) The peptide sequence is AALPLLFFALAGQRI. The MHC is HLA-DPA10103-DPB10301 with pseudo-sequence HLA-DPA10103-DPB10301. The binding affinity (normalized) is 0.446. (3) The peptide sequence is QVAQYKALPVVLENA. The MHC is DRB3_0202 with pseudo-sequence DRB3_0202. The binding affinity (normalized) is 0.361. (4) The peptide sequence is GMKVKNTIAATSFAA. The binding affinity (normalized) is 0.327. The MHC is HLA-DPA10201-DPB10501 with pseudo-sequence HLA-DPA10201-DPB10501. (5) The peptide sequence is YDKFNANVSTVLTGK. The MHC is DRB1_1101 with pseudo-sequence DRB1_1101. The binding affinity (normalized) is 0.513. (6) The peptide sequence is AAATADTTVYGAFAA. The MHC is HLA-DPA10103-DPB10401 with pseudo-sequence HLA-DPA10103-DPB10401. The binding affinity (normalized) is 0.203.